This data is from Reaction yield outcomes from USPTO patents with 853,638 reactions. The task is: Predict the reaction yield, written as a fraction of the theoretical maximum amount of product (1.0 means a 100% yield; for example, 0.34 means a 34% yield). (1) The reactants are [F:1][C:2]1[N:7]=[CH:6][C:5]([CH:8]2[O:12][CH:11]([CH2:13][OH:14])[CH2:10][CH2:9]2)=[CH:4][CH:3]=1.[O:15]1[CH:20]=[CH:19][CH2:18][CH2:17][CH2:16]1.C1(C)C=CC(S(O)(=O)=O)=CC=1. The catalyst is ClCCl.C(=O)(O)[O-].[Na+]. The product is [F:1][C:2]1[CH:3]=[CH:4][C:5]([CH:8]2[CH2:9][CH2:10][CH:11]([CH2:13][O:14][CH:16]3[CH2:17][CH2:18][CH2:19][CH2:20][O:15]3)[O:12]2)=[CH:6][N:7]=1. The yield is 0.690. (2) The reactants are [S:1]1[C:5]2[CH:6]=[CH:7][CH:8]=[CH:9][C:4]=2[N:3]=[C:2]1[C:10]1[C:14]([NH2:15])=[CH:13][NH:12][N:11]=1.[CH:16]1([C:20](Cl)=[O:21])[CH2:19][CH2:18][CH2:17]1.N1C2C=CC=CC=2N=C1C1C(NC(=O)C(C)C)=CNN=1. No catalyst specified. The product is [S:1]1[C:5]2[CH:6]=[CH:7][CH:8]=[CH:9][C:4]=2[N:3]=[C:2]1[C:10]1[C:14]([NH:15][C:20]([CH:16]2[CH2:19][CH2:18][CH2:17]2)=[O:21])=[CH:13][NH:12][N:11]=1. The yield is 0.390.